This data is from Full USPTO retrosynthesis dataset with 1.9M reactions from patents (1976-2016). The task is: Predict the reactants needed to synthesize the given product. (1) Given the product [F:44][C:34]1[CH:35]=[C:36]([N:39]2[CH:43]=[N:42][N:41]=[N:40]2)[CH:37]=[CH:38][C:33]=1[C:9]1[CH:10]=[CH:11][C:12]2[O:16][C:15]([CH:17]3[CH2:18][CH2:19][N:20]([C:23]([O:25][C:26]([CH3:28])([CH3:29])[CH3:27])=[O:24])[CH2:21][CH2:22]3)=[N:14][C:13]=2[CH:30]=1, predict the reactants needed to synthesize it. The reactants are: CC1(C)C(C)(C)OB([C:9]2[CH:10]=[CH:11][C:12]3[O:16][C:15]([CH:17]4[CH2:22][CH2:21][N:20]([C:23]([O:25][C:26]([CH3:29])([CH3:28])[CH3:27])=[O:24])[CH2:19][CH2:18]4)=[N:14][C:13]=3[CH:30]=2)O1.Br[C:33]1[CH:38]=[CH:37][C:36]([N:39]2[CH:43]=[N:42][N:41]=[N:40]2)=[CH:35][C:34]=1[F:44]. (2) The reactants are: [Cl:1][C:2]([Cl:14])([F:13])[S:3][C:4]1[C:12]2[C:7](=[CH:8][CH:9]=[CH:10][CH:11]=2)[NH:6][CH:5]=1.[O:15]1CCC[CH2:16]1.C=O. Given the product [Cl:14][C:2]([Cl:1])([F:13])[S:3][C:4]1[C:12]2[C:7](=[CH:8][CH:9]=[CH:10][CH:11]=2)[N:6]([CH2:16][OH:15])[CH:5]=1, predict the reactants needed to synthesize it. (3) Given the product [CH3:1][C:2]1[NH:18][C:17]2[C:4](=[C:5]3[C:14](=[CH:15][CH:16]=2)[C@@H:13]2[C@H:8]([O:9][CH2:10][CH2:11][O:12]2)[C@@H:7]([C:22]2[CH:23]=[CH:24][CH:25]=[CH:26][CH:27]=2)[O:6]3)[N:3]=1, predict the reactants needed to synthesize it. The reactants are: [CH3:1][C:2]1[N:18](C=CC)[C:17]2[C:4](=[C:5]3[C:14](=[CH:15][CH:16]=2)[C@@H:13]2[C@H:8]([O:9][CH2:10][CH2:11][O:12]2)[C@@H:7]([C:22]2[CH:27]=[CH:26][CH:25]=[CH:24][CH:23]=2)[O:6]3)[N:3]=1.[Mn]([O-])(=O)(=O)=O.[K+].